This data is from Full USPTO retrosynthesis dataset with 1.9M reactions from patents (1976-2016). The task is: Predict the reactants needed to synthesize the given product. (1) The reactants are: Br[C:2]1[S:3][C:4]([N+:7]([O-:9])=[O:8])=[CH:5][CH:6]=1.C(=O)([O-])[O-].[K+].[K+].CN(C)C=O.[C:21]1([C:27]2[NH:36][C:30]3[N:31]=[CH:32][N:33]=[C:34]([SH:35])[C:29]=3[CH:28]=2)[CH:26]=[CH:25][CH:24]=[CH:23][CH:22]=1. Given the product [N+:7]([C:4]1[S:3][C:2]([S:35][C:34]2[C:29]3[CH:28]=[C:27]([C:21]4[CH:26]=[CH:25][CH:24]=[CH:23][CH:22]=4)[NH:36][C:30]=3[N:31]=[CH:32][N:33]=2)=[CH:6][CH:5]=1)([O-:9])=[O:8], predict the reactants needed to synthesize it. (2) The reactants are: [S:1]1[C:5]2[CH:6]=[CH:7][C:8]([C:10]3[NH:11][CH:12]=[C:13]([C:15]4[N:19]([CH2:20][CH2:21][O:22][CH3:23])[C:18]5[CH:24]=[CH:25][C:26]([C:28]([O:30]C)=[O:29])=[CH:27][C:17]=5[N:16]=4)[N:14]=3)=[CH:9][C:4]=2[N:3]=[CH:2]1.[OH-].[Na+].CC#N.O. Given the product [S:1]1[C:5]2[CH:6]=[CH:7][C:8]([C:10]3[NH:11][CH:12]=[C:13]([C:15]4[N:19]([CH2:20][CH2:21][O:22][CH3:23])[C:18]5[CH:24]=[CH:25][C:26]([C:28]([OH:30])=[O:29])=[CH:27][C:17]=5[N:16]=4)[N:14]=3)=[CH:9][C:4]=2[N:3]=[CH:2]1, predict the reactants needed to synthesize it. (3) Given the product [CH2:23]([O:22][CH:20]([O:1][NH2:2])[CH3:21])[CH:24]([CH3:26])[CH3:25], predict the reactants needed to synthesize it. The reactants are: [OH:1][N:2]1C(=O)C2=CC=CC=C2C1=O.C(O)(C(F)(F)F)=O.[CH:20]([O:22][CH2:23][CH:24]([CH3:26])[CH3:25])=[CH2:21].C([O-])([O-])=O.[K+].[K+].C(N)CC. (4) The reactants are: C(=O)([O-])[O-].[K+].[K+].CS([O:11][CH:12]1[CH2:17][CH2:16][N:15]([C:18]([O:20][C:21]([CH3:24])([CH3:23])[CH3:22])=[O:19])[CH2:14][CH2:13]1)(=O)=O.[Cl:25][C:26]1[CH:27]=[CH:28][C:29](O)=[N:30][CH:31]=1. Given the product [Cl:25][C:26]1[CH:27]=[CH:28][C:29]([O:11][CH:12]2[CH2:17][CH2:16][N:15]([C:18]([O:20][C:21]([CH3:24])([CH3:23])[CH3:22])=[O:19])[CH2:14][CH2:13]2)=[N:30][CH:31]=1, predict the reactants needed to synthesize it.